From a dataset of Full USPTO retrosynthesis dataset with 1.9M reactions from patents (1976-2016). Predict the reactants needed to synthesize the given product. (1) Given the product [F:32][C:33]1[CH:34]=[CH:35][C:36]([N:42]2[N:46]=[CH:45][CH:44]=[N:43]2)=[C:37]([C:38]([N:13]2[CH2:12][CH2:11][C@@H:10]3[C@@H:15]([N:8]([C:5]4[CH:4]=[N:3][C:2]([CH3:1])=[CH:7][N:6]=4)[CH2:9]3)[CH2:14]2)=[O:39])[CH:41]=1, predict the reactants needed to synthesize it. The reactants are: [CH3:1][C:2]1[N:3]=[CH:4][C:5]([N:8]2[C@@H:15]3[C@@H:10]([CH2:11][CH2:12][NH:13][CH2:14]3)[CH2:9]2)=[N:6][CH:7]=1.CC1C=C(C)N=C(N2[C@@H]3[C@@H](CCNC3)C2)N=1.[F:32][C:33]1[CH:34]=[CH:35][C:36]([N:42]2[N:46]=[CH:45][CH:44]=[N:43]2)=[C:37]([CH:41]=1)[C:38](O)=[O:39].S1C=CC=C1C1C=CC=CC=1C(O)=O. (2) Given the product [Si:39]([O:7][C@@H:6]1[CH2:5][CH2:4][N:3]([C:8]([O:10][CH2:11][C:12]2[CH:17]=[CH:16][CH:15]=[CH:14][CH:13]=2)=[O:9])[CH2:2][C@H:1]1[N:18]1[CH2:23][CH2:22][O:21][CH2:20][CH2:19]1)([C:35]([CH3:38])([CH3:37])[CH3:36])([CH3:42])[CH3:41].[Si:39]([O:7][C@H:1]1[C@H:6]([N:18]2[CH2:23][CH2:22][O:21][CH2:20][CH2:19]2)[CH2:5][CH2:4][N:3]([C:8]([O:10][CH2:11][C:12]2[CH:17]=[CH:16][CH:15]=[CH:14][CH:13]=2)=[O:9])[CH2:2]1)([C:35]([CH3:38])([CH3:37])[CH3:36])([CH3:42])[CH3:41], predict the reactants needed to synthesize it. The reactants are: [CH:1]12[O:7][CH:6]1[CH2:5][CH2:4][N:3]([C:8]([O:10][CH2:11][C:12]1[CH:17]=[CH:16][CH:15]=[CH:14][CH:13]=1)=[O:9])[CH2:2]2.[NH:18]1[CH2:23][CH2:22][O:21][CH2:20][CH2:19]1.Cl([O-])(=O)(=O)=O.[Li+].N1C=CN=C1.[C:35]([Si:39]([CH3:42])([CH3:41])Cl)([CH3:38])([CH3:37])[CH3:36]. (3) Given the product [ClH:1].[Cl:1][C:13]1[S:9][CH:10]=[C:11]([CH2:14][NH2:15])[CH:12]=1, predict the reactants needed to synthesize it. The reactants are: [Cl:1]N1C(=O)CCC1=O.[S:9]1[CH:13]=[CH:12][C:11]([C:14]#[N:15])=[CH:10]1.C([O-])([O-])=O.[K+].[K+]. (4) The reactants are: [N+:1]([C:4]1[CH:11]=[CH:10][C:7]([CH2:8][Cl:9])=[CH:6][CH:5]=1)([O-:3])=[O:2].[NH2:12][C:13]([NH2:15])=[S:14]. Given the product [CH:6]1[C:7]([CH2:8][S:14][C:13]([NH2:15])=[NH:12])=[CH:10][CH:11]=[C:4]([N+:1]([O-:3])=[O:2])[CH:5]=1.[ClH:9], predict the reactants needed to synthesize it. (5) The reactants are: [NH:1]1[CH2:6][CH2:5][CH2:4][C:3]2([C:14]3[C:9](=[CH:10][CH:11]=[CH:12][CH:13]=3)[NH:8][C:7]2=[O:15])[CH2:2]1.[CH:16](=O)[CH2:17][CH2:18][CH3:19]. Given the product [CH2:16]([N:1]1[CH2:6][CH2:5][CH2:4][C:3]2([C:14]3[C:9](=[CH:10][CH:11]=[CH:12][CH:13]=3)[NH:8][C:7]2=[O:15])[CH2:2]1)[CH2:17][CH2:18][CH3:19], predict the reactants needed to synthesize it. (6) Given the product [Cl:1][C:2]1[CH:3]=[C:4]([CH:25]=[CH:26][C:27]=1[Cl:28])[C:5]([NH:7][C@@H:8]1[C:17]2[C:12](=[CH:13][CH:14]=[C:15]([NH2:18])[CH:16]=2)[CH2:11][CH2:10][C@H:9]1[O:21][C:22](=[O:24])[CH3:23])=[O:6], predict the reactants needed to synthesize it. The reactants are: [Cl:1][C:2]1[CH:3]=[C:4]([CH:25]=[CH:26][C:27]=1[Cl:28])[C:5]([NH:7][C@@H:8]1[C:17]2[C:12](=[CH:13][CH:14]=[C:15]([N+:18]([O-])=O)[CH:16]=2)[CH2:11][CH2:10][C@H:9]1[O:21][C:22](=[O:24])[CH3:23])=[O:6].